Dataset: Full USPTO retrosynthesis dataset with 1.9M reactions from patents (1976-2016). Task: Predict the reactants needed to synthesize the given product. (1) Given the product [Br:8][C:4]1[N:3]=[C:2]([C:13]2[CH:12]=[CH:11][C:10]([F:9])=[CH:17][C:14]=2[C:15]#[N:16])[CH:7]=[CH:6][CH:5]=1, predict the reactants needed to synthesize it. The reactants are: Br[C:2]1[CH:7]=[CH:6][CH:5]=[C:4]([Br:8])[N:3]=1.[F:9][C:10]1[CH:11]=[CH:12][C:13](C2C=CC=C(C3N4C=CC(C(O)(C)C)=NC4=NC=3)N=2)=[C:14]([CH:17]=1)[C:15]#[N:16]. (2) Given the product [CH3:1][C:2]1[C:6]([C:7]2[CH:19]=[C:18]([C:20]([O:22][CH3:23])=[O:21])[C:17]3[C:16]4[C:11](=[CH:12][CH:13]=[C:14]([O:24][CH3:25])[CH:15]=4)[N:10]([CH:30]([C:32]4[CH:37]=[CH:36][CH:35]=[CH:34][CH:33]=4)[CH3:31])[C:9]=3[CH:8]=2)=[C:5]([CH3:26])[O:4][N:3]=1, predict the reactants needed to synthesize it. The reactants are: [CH3:1][C:2]1[C:6]([C:7]2[CH:19]=[C:18]([C:20]([O:22][CH3:23])=[O:21])[C:17]3[C:16]4[C:11](=[CH:12][CH:13]=[C:14]([O:24][CH3:25])[CH:15]=4)[NH:10][C:9]=3[CH:8]=2)=[C:5]([CH3:26])[O:4][N:3]=1.[H-].[Na+].Br[CH:30]([C:32]1[CH:37]=[CH:36][CH:35]=[CH:34][CH:33]=1)[CH3:31].